From a dataset of Catalyst prediction with 721,799 reactions and 888 catalyst types from USPTO. Predict which catalyst facilitates the given reaction. (1) Reactant: [N:1]1([C:11]([O:13][C:14]([CH3:17])([CH3:16])[CH3:15])=[O:12])[CH2:6][CH2:5][NH:4][CH:3]([C:7]([O:9][CH3:10])=[O:8])[CH2:2]1.C(N(CC)C(C)C)(C)C.F[C:28]1[CH:35]=[CH:34][C:33]([N+:36]([O-:38])=[O:37])=[CH:32][C:29]=1[C:30]#[N:31]. Product: [C:30]([C:29]1[CH:32]=[C:33]([N+:36]([O-:38])=[O:37])[CH:34]=[CH:35][C:28]=1[N:4]1[CH2:5][CH2:6][N:1]([C:11]([O:13][C:14]([CH3:17])([CH3:16])[CH3:15])=[O:12])[CH2:2][CH:3]1[C:7]([O:9][CH3:10])=[O:8])#[N:31]. The catalyst class is: 7. (2) Reactant: [CH2:1]([NH:3][C:4]([NH:6][C:7]1[N:12]=[CH:11][C:10]([C:13]2[C:14]([O:25][CH:26]3[CH2:31][CH2:30][N:29](C(OC(C)(C)C)=O)[CH2:28][CH2:27]3)=[N:15][CH:16]=[C:17]([C:19]3[O:20][C:21]([CH3:24])=[N:22][N:23]=3)[CH:18]=2)=[C:9]([C:39]2[S:40][CH:41]=[C:42]([C:44]([F:47])([F:46])[F:45])[N:43]=2)[CH:8]=1)=[O:5])[CH3:2].FC(F)(F)C(O)=O. Product: [CH2:1]([NH:3][C:4]([NH:6][C:7]1[N:12]=[CH:11][C:10]([C:13]2[C:14]([O:25][CH:26]3[CH2:27][CH2:28][NH:29][CH2:30][CH2:31]3)=[N:15][CH:16]=[C:17]([C:19]3[O:20][C:21]([CH3:24])=[N:22][N:23]=3)[CH:18]=2)=[C:9]([C:39]2[S:40][CH:41]=[C:42]([C:44]([F:45])([F:46])[F:47])[N:43]=2)[CH:8]=1)=[O:5])[CH3:2]. The catalyst class is: 4. (3) Reactant: [NH2:1][C:2]1([C:12]#[N:13])[CH2:7][C:6](O)=[C:5]([F:9])[C:4](=[O:10])[N:3]1[CH3:11].P(Cl)(Cl)([Cl:16])=O. Product: [NH2:1][C:2]1([C:12]#[N:13])[CH2:7][C:6]([Cl:16])=[C:5]([F:9])[C:4](=[O:10])[N:3]1[CH3:11]. The catalyst class is: 10. (4) Reactant: [F:1][C:2]1[CH:25]=[CH:24][CH:23]=[C:22]([F:26])[C:3]=1[C:4]([NH:6][C:7](=[O:21])[N:8]([C:10]1[CH:15]=[CH:14][C:13]([S:16][CH2:17][C:18]#[CH:19])=[CH:12][C:11]=1[F:20])[CH3:9])=[O:5].[OH-].[Na+].[CH3:29]I.[Cl-].[NH4+]. Product: [F:1][C:2]1[CH:25]=[CH:24][CH:23]=[C:22]([F:26])[C:3]=1[C:4]([N:6]([CH3:29])[C:7]([N:8]([C:10]1[CH:15]=[CH:14][C:13]([S:16][CH2:17][C:18]#[CH:19])=[CH:12][C:11]=1[F:20])[CH3:9])=[O:21])=[O:5]. The catalyst class is: 264. (5) Reactant: C(P1(=O)OP(CCC)(=O)OP(CCC)(=O)O1)CC.[CH3:19][C@H:20]1[CH2:25][O:24][CH2:23][CH2:22][NH:21]1.[F:26][C:27]1[CH:32]=[CH:31][CH:30]=[CH:29][C:28]=1[C:33]1[CH:34]=[N:35][C:36]([N:39]2[C:47]3[C:42](=[CH:43][CH:44]=[C:45]([C:48](O)=[O:49])[CH:46]=3)[C:41]([S:51]([CH3:53])=[O:52])=[CH:40]2)=[N:37][CH:38]=1.C(=O)([O-])[O-].[Na+].[Na+]. Product: [F:26][C:27]1[CH:32]=[CH:31][CH:30]=[CH:29][C:28]=1[C:33]1[CH:34]=[N:35][C:36]([N:39]2[C:47]3[C:42](=[CH:43][CH:44]=[C:45]([C:48]([N:21]4[CH2:22][CH2:23][O:24][CH2:25][C@@H:20]4[CH3:19])=[O:49])[CH:46]=3)[C:41]([S:51]([CH3:53])=[O:52])=[CH:40]2)=[N:37][CH:38]=1. The catalyst class is: 4.